This data is from Forward reaction prediction with 1.9M reactions from USPTO patents (1976-2016). The task is: Predict the product of the given reaction. (1) Given the reactants [CH:1]([C:4]1[CH:10]=[CH:9][C:7]([NH2:8])=[CH:6][CH:5]=1)([CH3:3])[CH3:2].[N+:11]([O-:14])([O-])=[O:12].[K+].[F:16][C:17]([F:28])([F:27])[C:18](O[C:18](=[O:19])[C:17]([F:28])([F:27])[F:16])=[O:19], predict the reaction product. The product is: [F:16][C:17]([F:28])([F:27])[C:18]([NH:8][C:7]1[CH:9]=[CH:10][C:4]([CH:1]([CH3:3])[CH3:2])=[CH:5][C:6]=1[N+:11]([O-:14])=[O:12])=[O:19]. (2) Given the reactants [CH:1]1([CH:7]([N:11]2[C:15]3[CH:16]=[CH:17][C:18]([F:20])=[CH:19][C:14]=3[N:13]=[C:12]2[C@H:21]([O:28][CH3:29])[C:22]2[CH:27]=[CH:26][CH:25]=[CH:24][CH:23]=2)[C:8]([OH:10])=O)[CH2:6][CH2:5][CH2:4][CH2:3][CH2:2]1.C(N(CC)CC)C.CN(C(ON1N=NC2C=CC=NC1=2)=[N+](C)C)C.F[P-](F)(F)(F)(F)F.Cl.[CH2:62]([O:64][C:65](=[O:74])[CH2:66][C@H:67]1[CH2:72][CH2:71][C@H:70]([NH2:73])[CH2:69][CH2:68]1)[CH3:63], predict the reaction product. The product is: [CH2:62]([O:64][C:65](=[O:74])[CH2:66][C@H:67]1[CH2:68][CH2:69][C@H:70]([NH:73][C:8](=[O:10])[CH:7]([CH:1]2[CH2:6][CH2:5][CH2:4][CH2:3][CH2:2]2)[N:11]2[C:15]3[CH:16]=[CH:17][C:18]([F:20])=[CH:19][C:14]=3[N:13]=[C:12]2[C@H:21]([O:28][CH3:29])[C:22]2[CH:23]=[CH:24][CH:25]=[CH:26][CH:27]=2)[CH2:71][CH2:72]1)[CH3:63]. (3) The product is: [CH2:7]([O:6][C:4]([C:3]1[N:20]=[C:18]([NH:17][C:14]2[CH:13]=[CH:12][C:11]([CH3:10])=[CH:16][N:15]=2)[S:19][CH:2]=1)=[O:5])[CH3:8]. Given the reactants Br[CH2:2][C:3](=O)[C:4]([O:6][CH2:7][CH3:8])=[O:5].[CH3:10][C:11]1[CH:12]=[CH:13][C:14]([NH:17][C:18]([NH2:20])=[S:19])=[N:15][CH:16]=1, predict the reaction product. (4) Given the reactants [C:1]([O:5][C:6](=[O:25])[NH:7][C@H:8]1[CH2:14][CH2:13][C@@H:12]([O:15][Si](C(C)(C)C)(C)C)[CH2:11][N:10]([CH3:23])[C:9]1=[O:24])([CH3:4])([CH3:3])[CH3:2].[F-].C([N+](CCCC)(CCCC)CCCC)CCC.O, predict the reaction product. The product is: [C:1]([O:5][C:6](=[O:25])[NH:7][C@H:8]1[CH2:14][CH2:13][C@@H:12]([OH:15])[CH2:11][N:10]([CH3:23])[C:9]1=[O:24])([CH3:4])([CH3:2])[CH3:3]. (5) Given the reactants [N:1]([CH2:4][CH2:5][CH2:6][CH2:7][CH2:8][CH2:9][CH3:10])=[N+:2]=[N-:3].[C:11]([C:13]1[CH:18]=[CH:17][C:16]([O:19][CH3:20])=[CH:15][CH:14]=1)#[CH:12], predict the reaction product. The product is: [CH2:4]([N:1]1[CH:12]=[C:11]([C:13]2[CH:18]=[CH:17][C:16]([O:19][CH3:20])=[CH:15][CH:14]=2)[N:3]=[N:2]1)[CH2:5][CH2:6][CH2:7][CH2:8][CH2:9][CH3:10].